Dataset: Peptide-MHC class II binding affinity with 134,281 pairs from IEDB. Task: Regression. Given a peptide amino acid sequence and an MHC pseudo amino acid sequence, predict their binding affinity value. This is MHC class II binding data. (1) The peptide sequence is LGQQQPFPPQQPYPQP. The MHC is HLA-DQA10501-DQB10201 with pseudo-sequence HLA-DQA10501-DQB10201. The binding affinity (normalized) is 0. (2) The peptide sequence is RQSGATIADVLAEKE. The MHC is DRB1_1501 with pseudo-sequence DRB1_1501. The binding affinity (normalized) is 0.133. (3) The binding affinity (normalized) is 0.609. The MHC is DRB1_1501 with pseudo-sequence DRB1_1501. The peptide sequence is GELDIVDKIDAAFKI. (4) The peptide sequence is LGQTIRNSRWSSPDN. The MHC is DRB1_0101 with pseudo-sequence DRB1_0101. The binding affinity (normalized) is 0.128.